This data is from Reaction yield outcomes from USPTO patents with 853,638 reactions. The task is: Predict the reaction yield, written as a fraction of the theoretical maximum amount of product (1.0 means a 100% yield; for example, 0.34 means a 34% yield). (1) The reactants are [CH3:1][O:2][C:3]1[CH:4]=[C:5]2[C:10](=[CH:11][CH:12]=1)[CH:9](O)[CH2:8][CH2:7][CH2:6]2. The catalyst is C1(C)C=CC=CC=1. The product is [CH3:1][O:2][C:3]1[CH:4]=[C:5]2[C:10]([CH:9]=[CH:8][CH2:7][CH2:6]2)=[CH:11][CH:12]=1. The yield is 0.960. (2) The reactants are [C:1]([O:5][C:6]([CH:8]1[CH2:12][CH:11]([OH:13])[CH2:10][CH:9]1[C:14](=[O:26])[NH:15][C:16]1([C:21]([O:23][CH2:24][CH3:25])=[O:22])[CH2:18][CH:17]1[CH:19]=[CH2:20])=[O:7])([CH3:4])([CH3:3])[CH3:2].O[C:28]1[C:37]2[C:32](=[C:33]([CH3:40])[C:34]([O:38][CH3:39])=[CH:35][CH:36]=2)[N:31]=[C:30]([C:41]2[CH:46]=[CH:45][CH:44]=[C:43]([CH3:47])[N:42]=2)[CH:29]=1.C1(P(C2C=CC=CC=2)C2C=CC=CC=2)C=CC=CC=1.CC(OC(/N=N/C(OC(C)C)=O)=O)C. The catalyst is C1COCC1. The product is [C:1]([O:5][C:6]([CH:8]1[CH2:12][CH:11]([O:13][C:28]2[C:37]3[C:32](=[C:33]([CH3:40])[C:34]([O:38][CH3:39])=[CH:35][CH:36]=3)[N:31]=[C:30]([C:41]3[CH:46]=[CH:45][CH:44]=[C:43]([CH3:47])[N:42]=3)[CH:29]=2)[CH2:10][CH:9]1[C:14](=[O:26])[NH:15][C:16]1([C:21]([O:23][CH2:24][CH3:25])=[O:22])[CH2:18][CH:17]1[CH:19]=[CH2:20])=[O:7])([CH3:4])([CH3:2])[CH3:3]. The yield is 0.880. (3) The reactants are [C:1]1([C:7]2[NH:8][C:9](=O)[O:10][CH:11]=2)[CH:6]=[CH:5][CH:4]=[CH:3][CH:2]=1.N1C=CC=CC=1.P(Cl)(Cl)([Cl:21])=O. No catalyst specified. The product is [Cl:21][C:9]1[O:10][CH:11]=[C:7]([C:1]2[CH:6]=[CH:5][CH:4]=[CH:3][CH:2]=2)[N:8]=1. The yield is 0.157. (4) The product is [Br:10][C:11]1[CH:20]=[C:19]([F:21])[C:14]([C:15]([O:17][CH3:18])=[O:16])=[C:13]([F:22])[C:12]=1[N+:1]([O-:4])=[O:2]. The yield is 0.940. The reactants are [N+:1]([O-:4])(O)=[O:2].S(=O)(=O)(O)O.[Br:10][C:11]1[CH:20]=[C:19]([F:21])[C:14]([C:15]([O:17][CH3:18])=[O:16])=[C:13]([F:22])[CH:12]=1. No catalyst specified. (5) The yield is 0.580. The catalyst is O1CCCC1. The product is [Br:1][C:2]1[CH:3]=[C:4]2[C:8](=[CH:9][CH:10]=1)[N:7]([CH2:27][C:28]([F:31])([F:30])[F:29])[C:6]([C:11]([N:13]1[CH2:14][CH2:15][O:16][CH2:17][CH2:18]1)=[O:12])=[CH:5]2. The reactants are [Br:1][C:2]1[CH:3]=[C:4]2[C:8](=[CH:9][CH:10]=1)[NH:7][C:6]([C:11]([N:13]1[CH2:18][CH2:17][O:16][CH2:15][CH2:14]1)=[O:12])=[CH:5]2.[H-].[Na+].FC(F)(F)S(O[CH2:27][C:28]([F:31])([F:30])[F:29])(=O)=O. (6) The catalyst is CN(C=O)C. The reactants are [O-][CH2:2][CH3:3].[Na+].[CH:5]12[CH2:10][CH:9]1[CH2:8][N:7]([C:11](=[O:25])[CH2:12][C:13]1[S:14][CH:15]=[C:16]([C:18]3[CH:23]=[CH:22][C:21]([Cl:24])=[CH:20][CH:19]=3)[N:17]=1)[CH2:6]2.BrCCBr. The product is [CH:5]12[CH2:10][CH:9]1[CH2:8][N:7]([C:11]([C:12]1([C:13]3[S:14][CH:15]=[C:16]([C:18]4[CH:23]=[CH:22][C:21]([Cl:24])=[CH:20][CH:19]=4)[N:17]=3)[CH2:3][CH2:2]1)=[O:25])[CH2:6]2. The yield is 0.555. (7) The reactants are [OH:1][N:2]=[C:3]([C:5]1[C:9]([NH:10][CH2:11][CH2:12][O:13][CH3:14])=[N:8][O:7][N:6]=1)N.[ClH:15].[Cl-].[Na+].N([O-])=O.[Na+]. The catalyst is C(OCC)(=O)C.O. The product is [OH:1][N:2]=[C:3]([Cl:15])[C:5]1[C:9]([NH:10][CH2:11][CH2:12][O:13][CH3:14])=[N:8][O:7][N:6]=1. The yield is 1.26. (8) The reactants are [Si]([O:8][CH2:9][CH2:10][C@@H:11]1[CH2:23][C:22]2[C:21]3[C:20]([O:24][CH:25]4[CH2:30][CH2:29][CH:28]([N:31]([CH3:33])[CH3:32])[CH2:27][CH2:26]4)=[N:19][CH:18]=[N:17][C:16]=3[S:15][C:14]=2[CH2:13][CH2:12]1)(C(C)(C)C)(C)C.Cl.[CH3:35][OH:36]. No catalyst specified. The product is [CH:35]([O:8][CH2:9][CH2:10][C@@H:11]1[CH2:23][C:22]2[C:21]3[C:20]([O:24][CH:25]4[CH2:26][CH2:27][CH:28]([N:31]([CH3:33])[CH3:32])[CH2:29][CH2:30]4)=[N:19][CH:18]=[N:17][C:16]=3[S:15][C:14]=2[CH2:13][CH2:12]1)=[O:36]. The yield is 0.550.